From a dataset of Forward reaction prediction with 1.9M reactions from USPTO patents (1976-2016). Predict the product of the given reaction. (1) Given the reactants [Br:1][C:2]1[CH:3]=[C:4]2[C:8](=[CH:9][CH:10]=1)[NH:7][CH:6]=[C:5]2[C:11](=[O:17])[C:12]([O:14][CH2:15][CH3:16])=[O:13].[C:18]([O:22][C:23](O[C:23]([O:22][C:18]([CH3:21])([CH3:20])[CH3:19])=[O:24])=[O:24])([CH3:21])([CH3:20])[CH3:19], predict the reaction product. The product is: [CH2:15]([O:14][C:12](=[O:13])[C:11]([C:5]1[C:4]2[C:8](=[CH:9][CH:10]=[C:2]([Br:1])[CH:3]=2)[N:7]([C:23]([O:22][C:18]([CH3:21])([CH3:20])[CH3:19])=[O:24])[CH:6]=1)=[O:17])[CH3:16]. (2) Given the reactants [CH:1]1([C:4]2[N:8]=[C:7]([C:9]3[C:17]4[CH2:16][CH2:15][O:14][CH2:13][C:12]=4[S:11][C:10]=3[NH:18]C(C3CCCC=3C(O)=O)=O)[O:6][N:5]=2)[CH2:3][CH2:2]1.[C:29]([O:33][C:34]([C:36]1[C:37]([C:42]([OH:44])=O)=[N:38][NH:39][C:40]=1[CH3:41])=[O:35])([CH3:32])([CH3:31])[CH3:30].F[B-](F)(F)F.BrC1C=CC=C[N+]=1CC.CCN(C(C)C)C(C)C, predict the reaction product. The product is: [CH:1]1([C:4]2[N:8]=[C:7]([C:9]3[C:17]4[CH2:16][CH2:15][O:14][CH2:13][C:12]=4[S:11][C:10]=3[NH:18][C:42]([C:37]3[C:36]([C:34]([O:33][C:29]([CH3:30])([CH3:31])[CH3:32])=[O:35])=[C:40]([CH3:41])[NH:39][N:38]=3)=[O:44])[O:6][N:5]=2)[CH2:3][CH2:2]1. (3) Given the reactants Cl[CH2:2][C:3]1[O:7][C:6]([NH:8][C:9](=[O:15])[O:10][C:11]([CH3:14])([CH3:13])[CH3:12])=[N:5][N:4]=1.[CH2:16]([O:23][C:24]1[CH:29]=[CH:28][C:27]([CH:30]2[CH2:32][CH:31]2[NH2:33])=[CH:26][CH:25]=1)[C:17]1[CH:22]=[CH:21][CH:20]=[CH:19][CH:18]=1.C([O-])([O-])=O.[K+].[K+], predict the reaction product. The product is: [CH2:16]([O:23][C:24]1[CH:25]=[CH:26][C:27]([CH:30]2[CH2:32][CH:31]2[NH:33][CH2:2][C:3]2[O:7][C:6]([NH:8][C:9](=[O:15])[O:10][C:11]([CH3:14])([CH3:13])[CH3:12])=[N:5][N:4]=2)=[CH:28][CH:29]=1)[C:17]1[CH:18]=[CH:19][CH:20]=[CH:21][CH:22]=1. (4) Given the reactants [C:1]1([NH:7][C:8]2[CH:14]=[CH:13][C:11]([NH2:12])=[CH:10][CH:9]=2)[CH:6]=[CH:5][CH:4]=[CH:3][CH:2]=1.[O:15]1[CH:20]=[CH:19][CH2:18][CH2:17][CH2:16]1.[Cl-].[In+3].[Cl-].[Cl-], predict the reaction product. The product is: [OH:15][CH2:16][CH2:17][CH2:18][CH2:19][CH:20]1[CH:17]2[CH2:18][CH2:19][CH2:20][O:15][CH:16]2[C:13]2[CH:14]=[C:8]([NH:7][C:1]3[CH:2]=[CH:3][CH:4]=[CH:5][CH:6]=3)[CH:9]=[CH:10][C:11]=2[NH:12]1. (5) Given the reactants [N+:1]([C:4]1[CH:5]=[C:6]([C:10]2[C:11]3[C:18]([C:19]([O:21][CH2:22][CH3:23])=[O:20])=[CH:17][NH:16][C:12]=3[N:13]=[CH:14][N:15]=2)[CH:7]=[CH:8][CH:9]=1)([O-])=O, predict the reaction product. The product is: [NH2:1][C:4]1[CH:5]=[C:6]([C:10]2[C:11]3[C:18]([C:19]([O:21][CH2:22][CH3:23])=[O:20])=[CH:17][NH:16][C:12]=3[N:13]=[CH:14][N:15]=2)[CH:7]=[CH:8][CH:9]=1. (6) Given the reactants C(NC(C)C)(C)C.C([Li])CCC.[CH3:13][C:14]1[N:22]=[CH:21][CH:20]=[CH:19][C:15]=1[C:16]([OH:18])=[O:17].[F:23][C:24]1[CH:25]=[C:26]([CH:29]=[CH:30][CH:31]=1)[CH2:27]Br, predict the reaction product. The product is: [F:23][C:24]1[CH:25]=[C:26]([CH2:27][CH2:13][C:14]2[N:22]=[CH:21][CH:20]=[CH:19][C:15]=2[C:16]([OH:18])=[O:17])[CH:29]=[CH:30][CH:31]=1.